This data is from Reaction yield outcomes from USPTO patents with 853,638 reactions. The task is: Predict the reaction yield, written as a fraction of the theoretical maximum amount of product (1.0 means a 100% yield; for example, 0.34 means a 34% yield). The catalyst is C(Cl)Cl. The product is [S:33]1[CH:34]=[C:30]([NH:29][C:28]([O:27][C:24]2[CH:25]=[CH:26][C:21]([C:18]3[CH:17]=[CH:16][C:15]([S:12]([NH:11][CH:7]([CH:8]([CH3:9])[CH3:10])[C:6]([OH:40])=[O:5])(=[O:14])=[O:13])=[CH:20][CH:19]=3)=[CH:22][CH:23]=2)=[O:39])[C:31]2[CH:38]=[CH:37][CH:36]=[CH:35][C:32]1=2. The reactants are C([O:5][C:6](=[O:40])[CH:7]([NH:11][S:12]([C:15]1[CH:20]=[CH:19][C:18]([C:21]2[CH:26]=[CH:25][C:24]([O:27][C:28](=[O:39])[NH:29][C:30]3[C:31]4[CH:38]=[CH:37][CH:36]=[CH:35][C:32]=4[S:33][CH:34]=3)=[CH:23][CH:22]=2)=[CH:17][CH:16]=1)(=[O:14])=[O:13])[CH:8]([CH3:10])[CH3:9])(C)(C)C.C(O)(C(F)(F)F)=O. The yield is 0.660.